From a dataset of hERG potassium channel inhibition data for cardiac toxicity prediction from Karim et al.. Regression/Classification. Given a drug SMILES string, predict its toxicity properties. Task type varies by dataset: regression for continuous values (e.g., LD50, hERG inhibition percentage) or binary classification for toxic/non-toxic outcomes (e.g., AMES mutagenicity, cardiotoxicity, hepatotoxicity). Dataset: herg_karim. The molecule is Cc1ccc2c(-c3nnc(SCCCN4CCc5cc6nc(N(C)C)oc6cc5CC4)n3C)cccc2n1. The result is 0 (non-blocker).